Dataset: Forward reaction prediction with 1.9M reactions from USPTO patents (1976-2016). Task: Predict the product of the given reaction. (1) Given the reactants [F:1][C:2]1[C:3]([O:36]COCC[Si](C)(C)C)=[CH:4][C:5]([CH2:31][C:32]([F:35])([F:34])[F:33])=[C:6]([C:8]2[N:13]=[C:12]([NH:14][CH2:15][CH2:16][S:17][CH3:18])[C:11]3[C:19](I)=[N:20][N:21](COCC[Si](C)(C)C)[C:10]=3[CH:9]=2)[CH:7]=1.I[C:46]1[NH:47][C:48]2[CH2:53][CH2:52][N:51](C(OC(C)(C)C)=O)[CH2:50][C:49]=2[N:61]=1, predict the reaction product. The product is: [F:1][C:2]1[CH:7]=[C:6]([C:8]2[N:13]=[C:12]([NH:14][CH2:15][CH2:16][S:17][CH3:18])[C:11]3[C:19]([C:46]4[NH:47][C:48]5[CH2:53][CH2:52][NH:51][CH2:50][C:49]=5[N:61]=4)=[N:20][NH:21][C:10]=3[CH:9]=2)[C:5]([CH2:31][C:32]([F:34])([F:35])[F:33])=[CH:4][C:3]=1[OH:36]. (2) Given the reactants [N:1]1[CH:6]=[CH:5][CH:4]=[CH:3][C:2]=1[OH:7].[Cl:8][C:9]1[C:41]([CH3:42])=[CH:40][C:12]([O:13][CH2:14][CH2:15][CH2:16][C:17]2[C:25]3[C:20](=[C:21]([C:26]4[C:27]([CH2:33]O)=[N:28][N:29]([CH3:32])[C:30]=4[CH3:31])[CH:22]=[CH:23][CH:24]=3)[NH:19][C:18]=2[C:35]([O:37][CH2:38][CH3:39])=[O:36])=[CH:11][C:10]=1[CH3:43], predict the reaction product. The product is: [Cl:8][C:9]1[C:41]([CH3:42])=[CH:40][C:12]([O:13][CH2:14][CH2:15][CH2:16][C:17]2[C:25]3[C:20](=[C:21]([C:26]4[C:27]([CH2:33][O:7][C:2]5[CH:3]=[CH:4][CH:5]=[CH:6][N:1]=5)=[N:28][N:29]([CH3:32])[C:30]=4[CH3:31])[CH:22]=[CH:23][CH:24]=3)[NH:19][C:18]=2[C:35]([O:37][CH2:38][CH3:39])=[O:36])=[CH:11][C:10]=1[CH3:43]. (3) Given the reactants [Cr](Cl)([O-])(=O)=O.[NH+]1C=CC=CC=1.[C:12]([Si:16]([CH3:34])([CH3:33])[O:17][C@H:18]1[CH2:26][CH2:25][CH2:24][C@:23]2([CH3:27])[C@H:19]1[CH2:20][CH:21]=[C:22]2[C:28]1([CH2:31][OH:32])[CH2:30][CH2:29]1)([CH3:15])([CH3:14])[CH3:13], predict the reaction product. The product is: [C:12]([Si:16]([CH3:34])([CH3:33])[O:17][C@H:18]1[CH2:26][CH2:25][CH2:24][C@:23]2([CH3:27])[C@H:19]1[CH2:20][CH:21]=[C:22]2[C:28]1([CH:31]=[O:32])[CH2:29][CH2:30]1)([CH3:15])([CH3:14])[CH3:13]. (4) The product is: [F:21][CH:30]1[C:25](=[O:24])[CH2:26][CH2:27][N:28]([C:31]([O:33][CH2:34][C:35]2[CH:40]=[CH:39][CH:38]=[CH:37][CH:36]=2)=[O:32])[CH2:29]1. Given the reactants [B-](F)(F)(F)F.[B-](F)(F)(F)F.C1[N+]2(CCl)CC[N+]([F:21])(CC2)C1.C[Si](C)(C)[O:24][C:25]1[CH2:30][CH2:29][N:28]([C:31]([O:33][CH2:34][C:35]2[CH:40]=[CH:39][CH:38]=[CH:37][CH:36]=2)=[O:32])[CH2:27][CH:26]=1, predict the reaction product. (5) Given the reactants CC1(C)C(C)(C)OB([C:9]2[CH:10]=[N:11][CH:12]=[CH:13][CH:14]=2)O1.P([O-])([O-])([O-])=O.[K+].[K+].[K+].[CH2:24]([O:31][C:32]1[CH:47]=[C:46](Cl)[CH:45]=[CH:44][C:33]=1[C:34]([O:36][CH2:37][C:38]1[CH:43]=[CH:42][CH:41]=[CH:40][CH:39]=1)=[O:35])[C:25]1[CH:30]=[CH:29][CH:28]=[CH:27][CH:26]=1.C(O)(=O)CC(CC(O)=O)(C(O)=O)O, predict the reaction product. The product is: [CH2:24]([O:31][C:32]1[CH:47]=[C:46]([C:9]2[CH:10]=[N:11][CH:12]=[CH:13][CH:14]=2)[CH:45]=[CH:44][C:33]=1[C:34]([O:36][CH2:37][C:38]1[CH:39]=[CH:40][CH:41]=[CH:42][CH:43]=1)=[O:35])[C:25]1[CH:26]=[CH:27][CH:28]=[CH:29][CH:30]=1. (6) Given the reactants [Si:1]([O:8][C@@H:9]1[C@@H:13]([CH2:14][O:15][Si](C(C)(C)C)(C)C)[O:12][C@@H:11]([N:23]2[C:27]3[N:28]=[CH:29][N:30]=[C:31]([NH2:32])[C:26]=3[C:25]([F:33])=[CH:24]2)[CH2:10]1)([C:4]([CH3:7])([CH3:6])[CH3:5])([CH3:3])[CH3:2].FC(F)(F)C(O)=O.C1(C)C=CC=CC=1, predict the reaction product. The product is: [NH2:32][C:31]1[C:26]2[C:25]([F:33])=[CH:24][N:23]([C@@H:11]3[O:12][C@H:13]([CH2:14][OH:15])[C@@H:9]([O:8][Si:1]([C:4]([CH3:7])([CH3:6])[CH3:5])([CH3:2])[CH3:3])[CH2:10]3)[C:27]=2[N:28]=[CH:29][N:30]=1. (7) Given the reactants [F:1][C:2]1[CH:7]=[CH:6][CH:5]=[CH:4][C:3]=1[N:8]1[C:12]([S:13]([C:16]2[CH:21]=[CH:20][CH:19]=[CH:18][CH:17]=2)(=[O:15])=[O:14])=[CH:11][C:10]([C:22]([O:24]CC)=O)=[N:9]1.[CH3:27][NH2:28].CO, predict the reaction product. The product is: [F:1][C:2]1[CH:7]=[CH:6][CH:5]=[CH:4][C:3]=1[N:8]1[C:12]([S:13]([C:16]2[CH:21]=[CH:20][CH:19]=[CH:18][CH:17]=2)(=[O:14])=[O:15])=[CH:11][C:10]([C:22]([NH:28][CH3:27])=[O:24])=[N:9]1. (8) Given the reactants Cl[C:2]([O:4][C:5]1[CH:10]=[CH:9][C:8]([N+:11]([O-:13])=[O:12])=[CH:7][CH:6]=1)=[O:3].[CH3:14][N:15]1[CH2:20][CH2:19][N:18]([CH2:21][CH2:22][OH:23])[CH2:17][CH2:16]1.CN1CCOCC1, predict the reaction product. The product is: [C:2](=[O:3])([O:4][C:5]1[CH:6]=[CH:7][C:8]([N+:11]([O-:13])=[O:12])=[CH:9][CH:10]=1)[O:23][CH2:22][CH2:21][N:18]1[CH2:19][CH2:20][N:15]([CH3:14])[CH2:16][CH2:17]1. (9) The product is: [CH3:13][O:14][C:15](=[O:26])[C@@H:16]([NH:25][C:7](=[O:9])[C:6]1[CH:10]=[C:2]([Cl:1])[CH:3]=[CH:4][C:5]=1[OH:11])[CH2:17][C:18]1[CH:23]=[CH:22][C:21]([Br:24])=[CH:20][CH:19]=1. Given the reactants [Cl:1][C:2]1[CH:3]=[CH:4][C:5]([OH:11])=[C:6]([CH:10]=1)[C:7]([OH:9])=O.Cl.[CH3:13][O:14][C:15](=[O:26])[CH:16]([NH2:25])[CH2:17][C:18]1[CH:23]=[CH:22][C:21]([Br:24])=[CH:20][CH:19]=1.CN(C(ON1N=NC2C=CC=CC1=2)=[N+](C)C)C.F[P-](F)(F)(F)(F)F.C(N(C(C)C)CC)(C)C, predict the reaction product.